This data is from Volume of distribution at steady state (VDss) regression data from Lombardo et al.. The task is: Regression/Classification. Given a drug SMILES string, predict its absorption, distribution, metabolism, or excretion properties. Task type varies by dataset: regression for continuous measurements (e.g., permeability, clearance, half-life) or binary classification for categorical outcomes (e.g., BBB penetration, CYP inhibition). For this dataset (vdss_lombardo), we predict log10(VDss) (log10 of volume of distribution in L/kg). (1) The compound is CC(C)n1c(/C=C/C(O)CC(O)CC(=O)[O-])c(-c2ccc(F)cc2)c2ccccc21. The log10(VDss) is -0.380. (2) The molecule is COc1c(N2CC(C)CC([NH3+])C2)ccc2c(=O)c(C(=O)[O-])cn(C3CC3)c12. The log10(VDss) is 0.280.